Dataset: Full USPTO retrosynthesis dataset with 1.9M reactions from patents (1976-2016). Task: Predict the reactants needed to synthesize the given product. (1) Given the product [CH3:34][C@H:35]([O:39][C:40]1[N:48]=[C:47]2[C:43]([N:44]=[C:45]([O:49][CH3:50])[N:46]2[CH2:53][CH2:54][CH2:55][CH2:56][CH:57]2[CH2:62][CH2:61][CH2:60][CH2:59][O:58]2)=[C:42]([NH2:51])[N:41]=1)[CH2:36][CH2:37][CH3:38], predict the reactants needed to synthesize it. The reactants are: C(NC1N=C2C(N=C(OC)N2CCCCC2CCCO2)=C(N)N=1)CCC.FC(F)(F)C(O)=O.[CH3:34][C@H:35]([O:39][C:40]1[NH:41][C:42]([NH2:51])=[C:43]2[C:47]([N:48]=1)=[N:46][C:45]([O:49][CH3:50])=[N:44]2)[CH2:36][CH2:37][CH3:38].Br[CH2:53][CH2:54][CH2:55][CH2:56][CH:57]1[CH2:62][CH2:61][CH2:60][CH2:59][O:58]1. (2) Given the product [F:1][C:2]1[CH:7]=[CH:6][C:5]([F:8])=[CH:4][C:3]=1[C@H:9]1[CH2:13][CH2:12][CH2:11][N:10]1[C:14]1[CH:19]=[CH:18][N:17]2[N:20]=[CH:21][C:22]([NH:23][C:29]([N:42]3[CH2:43][CH2:44][N:39]([CH:36]([CH3:38])[CH3:37])[CH2:40][CH2:41]3)=[O:30])=[C:16]2[N:15]=1, predict the reactants needed to synthesize it. The reactants are: [F:1][C:2]1[CH:7]=[CH:6][C:5]([F:8])=[CH:4][C:3]=1[C@H:9]1[CH2:13][CH2:12][CH2:11][N:10]1[C:14]1[CH:19]=[CH:18][N:17]2[N:20]=[CH:21][C:22]([NH2:23])=[C:16]2[N:15]=1.C1N=CN([C:29](N2C=NC=C2)=[O:30])C=1.[CH:36]([N:39]1[CH2:44][CH2:43][NH:42][CH2:41][CH2:40]1)([CH3:38])[CH3:37]. (3) Given the product [C:18]([OH:28])(=[O:40])/[CH:19]=[CH:21]/[C:33]([OH:36])=[O:35].[NH2:5][CH2:6][CH2:7][S:8][C@H:9]1[CH2:26][CH2:25][C@@:24]2([CH3:27])[CH:11](/[C:12](=[N:29]/[OH:30])/[CH2:13][C@@H:14]3[C@@H:23]2[CH2:22][CH2:21][C@@:19]2([CH3:20])[C@H:15]3[CH2:16][CH2:17][C:18]2=[O:28])[CH2:10]1, predict the reactants needed to synthesize it. The reactants are: FC(F)(F)C([NH:5][CH2:6][CH2:7][S:8][C@H:9]1[CH2:26][CH2:25][C@@:24]2([CH3:27])[CH:11](/[C:12](=[N:29]/[OH:30])/[CH2:13][C@@H:14]3[C@@H:23]2[CH2:22][CH2:21][C@@:19]2([CH3:20])[C@H:15]3[CH2:16][CH2:17][C:18]2=[O:28])[CH2:10]1)=O.[C:33]([O-:36])([O-:35])=O.[K+].[K+].C[OH:40].O. (4) The reactants are: Br[C:2]1[C:7]([Cl:8])=[CH:6][C:5]([NH:9][C:10]2[N:14]=[C:13]([NH2:15])[NH:12][N:11]=2)=[CH:4][C:3]=1[Cl:16].C([Sn](CCCC)(CCCC)[C:22]1[CH:27]=[CH:26][N:25]=[N:24][CH:23]=1)CCC. Given the product [Cl:16][C:3]1[CH:4]=[C:5]([NH:9][C:10]2[N:14]=[C:13]([NH2:15])[NH:12][N:11]=2)[CH:6]=[C:7]([Cl:8])[C:2]=1[C:22]1[CH:27]=[CH:26][N:25]=[N:24][CH:23]=1, predict the reactants needed to synthesize it. (5) Given the product [CH:1]1([CH2:7][CH2:8][O:9][C:17]2[CH:18]=[C:19]([CH:22]=[CH:23][N:24]=2)[C:20]#[N:21])[CH2:6][CH2:5][CH2:4][CH2:3][CH2:2]1, predict the reactants needed to synthesize it. The reactants are: [CH:1]1([CH2:7][CH2:8][OH:9])[CH2:6][CH2:5][CH2:4][CH2:3][CH2:2]1.CC(C)([O-])C.[K+].Cl[C:17]1[CH:18]=[C:19]([CH:22]=[CH:23][N:24]=1)[C:20]#[N:21].O.